Dataset: Reaction yield outcomes from USPTO patents with 853,638 reactions. Task: Predict the reaction yield, written as a fraction of the theoretical maximum amount of product (1.0 means a 100% yield; for example, 0.34 means a 34% yield). The reactants are Cl[C:2]1[N:9]=[CH:8][CH:7]=[CH:6][C:3]=1[C:4]#[N:5].[F:10][C:11]1[CH:16]=[C:15]([F:17])[CH:14]=[CH:13][C:12]=1B(O)O. No catalyst specified. The product is [F:10][C:11]1[CH:16]=[C:15]([F:17])[CH:14]=[CH:13][C:12]=1[C:2]1[N:9]=[CH:8][CH:7]=[CH:6][C:3]=1[C:4]#[N:5]. The yield is 0.780.